The task is: Predict the product of the given reaction.. This data is from Forward reaction prediction with 1.9M reactions from USPTO patents (1976-2016). (1) Given the reactants [Cl:1][C:2]1[CH:3]=[N:4][CH:5]=[C:6]([Cl:16])[C:7]=1[N:8]1[CH2:13][CH2:12][CH:11]([C:14]#[N:15])[CH2:10][CH2:9]1.[Li+].[CH3:18]C([N-]C(C)C)C.CI.O, predict the reaction product. The product is: [Cl:1][C:2]1[CH:3]=[N:4][CH:5]=[C:6]([Cl:16])[C:7]=1[N:8]1[CH2:13][CH2:12][C:11]([CH3:18])([C:14]#[N:15])[CH2:10][CH2:9]1. (2) Given the reactants Br[C:2]1[CH:3]=[C:4]2[CH:10]=[N:9][NH:8][C:5]2=[N:6][CH:7]=1.[N:11]1([C:17]([C:19]2[CH:20]=[C:21](B(O)O)[CH:22]=[CH:23][CH:24]=2)=[O:18])[CH2:16][CH2:15][O:14][CH2:13][CH2:12]1.C(=O)(O)[O-].[Na+].C1(P(=O)(C2C=CC=CC=2)C2C=CC=CC=2)C=CC=CC=1, predict the reaction product. The product is: [N:11]1([C:17]([C:19]2[CH:24]=[CH:23][CH:22]=[C:21]([C:2]3[CH:3]=[C:4]4[CH:10]=[N:9][NH:8][C:5]4=[N:6][CH:7]=3)[CH:20]=2)=[O:18])[CH2:16][CH2:15][O:14][CH2:13][CH2:12]1. (3) Given the reactants [Br:1][C:2]1[N:6]([CH2:7][C:8]2[CH:16]=[CH:15][C:11]([C:12]([OH:14])=O)=[CH:10][CH:9]=2)[N:5]=[CH:4][CH:3]=1.[NH:17]1[CH2:21][CH2:20][CH2:19][CH2:18]1.C(Cl)CCl.C1C=CC2N(O)N=NC=2C=1, predict the reaction product. The product is: [Br:1][C:2]1[N:6]([CH2:7][C:8]2[CH:9]=[CH:10][C:11]([C:12]([N:17]3[CH2:21][CH2:20][CH2:19][CH2:18]3)=[O:14])=[CH:15][CH:16]=2)[N:5]=[CH:4][CH:3]=1. (4) Given the reactants [CH2:1]1[C:10]2[C:5](=[CH:6][CH:7]=[CH:8][CH:9]=2)[CH2:4][CH2:3][NH:2]1.C(=O)([O-])[O-].[Cs+].[Cs+].CS(O[CH2:22][C:23]1[CH:46]=[CH:45][C:26]([CH2:27][O:28][C:29]2[CH:34]=[CH:33][C:32]([C@@H:35]([C:42]#[C:43][CH3:44])[CH2:36][C:37]([O:39][CH2:40][CH3:41])=[O:38])=[CH:31][CH:30]=2)=[CH:25][CH:24]=1)(=O)=O, predict the reaction product. The product is: [CH2:1]1[C:10]2[C:5](=[CH:6][CH:7]=[CH:8][CH:9]=2)[CH2:4][CH2:3][N:2]1[CH2:22][C:23]1[CH:24]=[CH:25][C:26]([CH2:27][O:28][C:29]2[CH:34]=[CH:33][C:32]([C@@H:35]([C:42]#[C:43][CH3:44])[CH2:36][C:37]([O:39][CH2:40][CH3:41])=[O:38])=[CH:31][CH:30]=2)=[CH:45][CH:46]=1.